From a dataset of Forward reaction prediction with 1.9M reactions from USPTO patents (1976-2016). Predict the product of the given reaction. Given the reactants Br[CH2:2][CH2:3][CH2:4][CH2:5][O:6][CH2:7][C@H:8]1[CH2:13][CH2:12][C@H:11]([CH2:14][N:15]([CH3:29])[S:16]([C:19]2[CH:24]=[CH:23][C:22]([C:25]([F:28])([F:27])[F:26])=[CH:21][CH:20]=2)(=[O:18])=[O:17])[CH2:10][CH2:9]1.[NH:30]1[CH2:35][CH2:34][CH2:33][CH2:32][CH2:31]1, predict the reaction product. The product is: [CH3:29][N:15]([CH2:14][C@H:11]1[CH2:12][CH2:13][C@H:8]([CH2:7][O:6][CH2:5][CH2:4][CH2:3][CH2:2][N:30]2[CH2:35][CH2:34][CH2:33][CH2:32][CH2:31]2)[CH2:9][CH2:10]1)[S:16]([C:19]1[CH:24]=[CH:23][C:22]([C:25]([F:28])([F:27])[F:26])=[CH:21][CH:20]=1)(=[O:18])=[O:17].